Task: Predict the reactants needed to synthesize the given product.. Dataset: Full USPTO retrosynthesis dataset with 1.9M reactions from patents (1976-2016) (1) Given the product [CH2:1]([N:3]1[C:12]2[C:7](=[CH:8][C:9]([NH:14][C:15]3([C:21]#[CH:22])[CH2:20][CH2:19][CH2:18][CH2:17][CH2:16]3)=[C:10]([CH3:13])[N:11]=2)[C:6](=[O:23])[C:5]([C:24]([OH:26])=[O:25])=[CH:4]1)[CH3:2], predict the reactants needed to synthesize it. The reactants are: [CH2:1]([N:3]1[C:12]2[C:7](=[CH:8][C:9]([NH:14][C:15]3([C:21]#[CH:22])[CH2:20][CH2:19][CH2:18][CH2:17][CH2:16]3)=[C:10]([CH3:13])[N:11]=2)[C:6](=[O:23])[C:5]([C:24]([O:26]CC)=[O:25])=[CH:4]1)[CH3:2].[OH-].[Na+].C(#N)C. (2) Given the product [NH2:1][C:2]([C:4]1[CH:5]=[C:6]([C:31]2[CH:32]=[CH:33][C:28]([F:27])=[CH:29][CH:30]=2)[CH:7]=[C:8]2[C:12]=1[NH:11][CH:10]=[C:9]2[CH:13]1[CH2:18][CH2:17][N:16]([C:19]([O:21][C:22]([CH3:25])([CH3:24])[CH3:23])=[O:20])[CH2:15][CH2:14]1)=[O:3], predict the reactants needed to synthesize it. The reactants are: [NH2:1][C:2]([C:4]1[CH:5]=[C:6](Br)[CH:7]=[C:8]2[C:12]=1[NH:11][CH:10]=[C:9]2[CH:13]1[CH2:18][CH2:17][N:16]([C:19]([O:21][C:22]([CH3:25])([CH3:24])[CH3:23])=[O:20])[CH2:15][CH2:14]1)=[O:3].[F:27][C:28]1[CH:33]=[CH:32][C:31](B(O)O)=[CH:30][CH:29]=1.C(=O)([O-])[O-].[K+].[K+]. (3) Given the product [F:48][C:45]1[CH:46]=[CH:47][C:42]([C@@H:9]([OH:8])[CH2:10][S:11][C@H:12]2[C:15](=[O:16])[N:14]([C:17]3[CH:18]=[CH:19][C:20]([C:23]#[C:24][CH2:25][NH:26][S:27]([CH3:30])(=[O:28])=[O:29])=[CH:21][CH:22]=3)[C@@H:13]2[C:31]2[CH:32]=[CH:33][C:34]([O:35][CH2:36][C:37]([NH:50][CH2:51][C:52]([OH:54])=[O:53])=[O:38])=[CH:40][CH:41]=2)=[CH:43][CH:44]=1, predict the reactants needed to synthesize it. The reactants are: [Si]([O:8][C@H:9]([C:42]1[CH:47]=[CH:46][C:45]([F:48])=[CH:44][CH:43]=1)[CH2:10][S:11][C@H:12]1[C:15](=[O:16])[N:14]([C:17]2[CH:22]=[CH:21][C:20]([C:23]#[C:24][CH2:25][NH:26][S:27]([CH3:30])(=[O:29])=[O:28])=[CH:19][CH:18]=2)[C@@H:13]1[C:31]1[CH:41]=[CH:40][C:34]([O:35][CH2:36][C:37](O)=[O:38])=[CH:33][CH:32]=1)(C(C)(C)C)(C)C.Cl.[NH2:50][CH2:51][C:52]([O:54]C)=[O:53].CN1CCOCC1.CN(C(ON1N=NC2C=CC=CC1=2)=[N+](C)C)C.[B-](F)(F)(F)F.C(N(CC)CC)C.[Li+].[Cl-]. (4) Given the product [OH:17][C:16]1[C:7]([C:5](=[O:6])[CH3:18])=[CH:8][C:9]2[C:14]([CH:15]=1)=[CH:13][CH:12]=[CH:11][CH:10]=2, predict the reactants needed to synthesize it. The reactants are: COCN[C:5]([C:7]1[C:16]([OH:17])=[CH:15][C:14]2[C:9](=[CH:10][CH:11]=[CH:12][CH:13]=2)[CH:8]=1)=[O:6].[CH3:18][Mg]Br.[Cl-].[NH4+].O. (5) Given the product [CH3:23][C:17]([CH3:24])([CH2:16][CH2:15][CH2:14][CH2:13][CH2:12][C:11](=[O:25])[CH2:10][CH2:9][CH2:8][CH2:7][CH2:6][C:5]([CH3:27])([CH3:26])[C:4]([OH:28])=[O:3])[C:18]([OH:20])=[O:19], predict the reactants needed to synthesize it. The reactants are: C([O:3][C:4](=[O:28])[C:5]([CH3:27])([CH3:26])[CH2:6][CH2:7][CH2:8][CH2:9][CH2:10][C:11](=[O:25])[CH2:12][CH2:13][CH2:14][CH2:15][CH2:16][C:17]([CH3:24])([CH3:23])[C:18]([O:20]CC)=[O:19])C.[OH-].[K+]. (6) Given the product [Cl:11][C:9]1[CH:8]=[C:7]([N:12]2[CH2:17][CH2:16][O:15][CH2:14][CH2:13]2)[N:6]=[C:5]([CH2:3][OH:2])[N:10]=1, predict the reactants needed to synthesize it. The reactants are: C[O:2][C:3]([C:5]1[N:10]=[C:9]([Cl:11])[CH:8]=[C:7]([N:12]2[CH2:17][CH2:16][O:15][CH2:14][CH2:13]2)[N:6]=1)=O.[BH4-].[Na+].